This data is from Reaction yield outcomes from USPTO patents with 853,638 reactions. The task is: Predict the reaction yield, written as a fraction of the theoretical maximum amount of product (1.0 means a 100% yield; for example, 0.34 means a 34% yield). The reactants are [CH3:1][O:2][C:3]1[CH:4]=[C:5]2[C:10](=[CH:11][CH:12]=1)[CH2:9][CH:8]([NH2:13])[CH2:7][CH2:6]2.CCN(C(C)C)C(C)C.[C:23](Cl)(=[O:25])[CH3:24]. The catalyst is C(Cl)Cl. The product is [CH3:1][O:2][C:3]1[CH:4]=[C:5]2[C:10](=[CH:11][CH:12]=1)[CH2:9][CH:8]([NH:13][C:23](=[O:25])[CH3:24])[CH2:7][CH2:6]2. The yield is 0.500.